From a dataset of Forward reaction prediction with 1.9M reactions from USPTO patents (1976-2016). Predict the product of the given reaction. (1) Given the reactants [Cl:1][C:2]1[CH:25]=[CH:24][CH:23]=[CH:22][C:3]=1[CH2:4][O:5][C:6](=[O:21])[NH:7][C:8]1[CH:9]=[N:10][N:11]([CH2:13][C:14]2[O:15][C:16]([CH:19]=[O:20])=[CH:17][CH:18]=2)[CH:12]=1.[CH:26]([Mg]Br)([CH3:28])[CH3:27], predict the reaction product. The product is: [Cl:1][C:2]1[CH:25]=[CH:24][CH:23]=[CH:22][C:3]=1[CH2:4][O:5][C:6](=[O:21])[NH:7][C:8]1[CH:9]=[N:10][N:11]([CH2:13][C:14]2[O:15][C:16]([C:19](=[O:20])[CH:26]([CH3:28])[CH3:27])=[CH:17][CH:18]=2)[CH:12]=1. (2) Given the reactants [OH:1][CH:2]1[CH2:6][O:5][C:4](=[O:7])/[C:3]/1=[CH:8]/[CH2:9][CH:10]1[C:23](=[CH2:24])[CH2:22][CH2:21][CH:20]2[C:11]1([CH3:28])[CH2:12][CH2:13][CH:14]1[C:19]2([CH3:25])[CH2:18][O:17][C:16]([CH3:27])([CH3:26])[O:15]1.[CH3:29][S:30](Cl)(=[O:32])=[O:31].C(N(CC)CC)C, predict the reaction product. The product is: [CH3:29][S:30]([O:1][CH:2]1[CH2:6][O:5][C:4](=[O:7])/[C:3]/1=[CH:8]/[CH2:9][CH:10]1[C:23](=[CH2:24])[CH2:22][CH2:21][CH:20]2[C:11]1([CH3:28])[CH2:12][CH2:13][CH:14]1[C:19]2([CH3:25])[CH2:18][O:17][C:16]([CH3:27])([CH3:26])[O:15]1)(=[O:32])=[O:31].